Dataset: Forward reaction prediction with 1.9M reactions from USPTO patents (1976-2016). Task: Predict the product of the given reaction. (1) Given the reactants [SH:1][C:2]1[NH:3][C:4]2[CH:10]=[C:9]([CH3:11])[CH:8]=[CH:7][C:5]=2[N:6]=1.C(=O)([O-])[O-].[K+].[K+].I[CH2:19][CH2:20][CH2:21]I, predict the reaction product. The product is: [CH3:11][C:9]1[CH:8]=[CH:7][C:5]2[N:6]3[CH2:21][CH2:20][CH2:19][S:1][C:2]3=[N:3][C:4]=2[CH:10]=1. (2) Given the reactants [CH:1]1([Mg]Br)[CH2:3][CH2:2]1.C1(Br)CC1.[Mg].[NH2:11][C:12]([NH:14][CH2:15][CH2:16][C:17]1[CH:22]=[CH:21][C:20]([C:23]2[N:27]([C:28]3[CH:33]=[CH:32][C:31]([O:34][CH3:35])=[CH:30][CH:29]=3)[N:26]=[C:25]([C:36](N(OC)C)=[O:37])[CH:24]=2)=[CH:19][CH:18]=1)=[O:13], predict the reaction product. The product is: [CH:1]1([C:36]([C:25]2[CH:24]=[C:23]([C:20]3[CH:21]=[CH:22][C:17]([CH2:16][CH2:15][NH:14][C:12]([NH2:11])=[O:13])=[CH:18][CH:19]=3)[N:27]([C:28]3[CH:29]=[CH:30][C:31]([O:34][CH3:35])=[CH:32][CH:33]=3)[N:26]=2)=[O:37])[CH2:3][CH2:2]1. (3) Given the reactants [CH2:1]([O:8][C@@H:9]1[C@@H:15]([O:16][CH2:17][C:18]2[CH:23]=[CH:22][CH:21]=[CH:20][CH:19]=2)[C@H:14]([O:24][CH2:25][C:26]2[CH:31]=[CH:30][CH:29]=[CH:28][CH:27]=2)[C@@H:13]([CH2:32][O:33][CH2:34][C:35]2[CH:40]=[CH:39][CH:38]=[CH:37][CH:36]=2)[O:12][CH:10]1[OH:11])[C:2]1[CH:7]=[CH:6][CH:5]=[CH:4][CH:3]=1.[OH-].[Na+].C([O:47][C:48]([CH2:50]CCCCOS(C1C=CC(C)=CC=1)(=O)=O)=[O:49])(C)(C)C.COC(C)(C)C, predict the reaction product. The product is: [CH2:1]([O:8][C@@H:9]1[C@@H:15]([O:16][CH2:17][C:18]2[CH:23]=[CH:22][CH:21]=[CH:20][CH:19]=2)[C@H:14]([O:24][CH2:25][C:26]2[CH:27]=[CH:28][CH:29]=[CH:30][CH:31]=2)[C@@H:13]([CH2:32][O:33][CH2:34][C:35]2[CH:36]=[CH:37][CH:38]=[CH:39][CH:40]=2)[O:12][CH:10]1[O:11][CH2:50][C:48]([OH:49])=[O:47])[C:2]1[CH:3]=[CH:4][CH:5]=[CH:6][CH:7]=1. (4) Given the reactants [Si]([O:18][CH2:19][CH2:20][CH:21]([N:31]=[N+]=[N-])[C:22]1[CH:27]=[CH:26][C:25]([N+:28]([O-:30])=[O:29])=[CH:24][CH:23]=1)(C(C)(C)C)(C1C=CC=CC=1)C1C=CC=CC=1.C(S)CCS.C(N(CC)CC)C, predict the reaction product. The product is: [NH2:31][CH:21]([C:22]1[CH:27]=[CH:26][C:25]([N+:28]([O-:30])=[O:29])=[CH:24][CH:23]=1)[CH2:20][CH2:19][OH:18]. (5) Given the reactants O.[NH2:2][C:3]1[CH:4]=[C:5]([S:9]([OH:12])(=O)=[O:10])[CH:6]=[CH:7][CH:8]=1.[CH3:13][S:14](Cl)(=[O:16])=[O:15].P(Cl)(Cl)([Cl:20])=O, predict the reaction product. The product is: [CH3:13][S:14]([NH:2][C:3]1[CH:4]=[C:5]([S:9]([Cl:20])(=[O:12])=[O:10])[CH:6]=[CH:7][CH:8]=1)(=[O:16])=[O:15]. (6) Given the reactants [NH2:1][C@H:2]([CH3:19])[C@@H:3]([OH:18])[CH2:4][N:5]([CH2:16][CH3:17])[CH2:6][CH2:7][CH2:8][C:9]1[CH:14]=[CH:13][C:12]([F:15])=[CH:11][CH:10]=1.[CH3:20][N:21]1[C:25]([C:26]2[CH:27]=[C:28]([NH:32][C:33](=O)[O:34]C3C=CC=CC=3)[CH:29]=[CH:30][CH:31]=2)=[N:24][N:23]=[N:22]1, predict the reaction product. The product is: [CH2:16]([N:5]([CH2:6][CH2:7][CH2:8][C:9]1[CH:10]=[CH:11][C:12]([F:15])=[CH:13][CH:14]=1)[CH2:4][C@H:3]([OH:18])[C@H:2]([NH:1][C:33]([NH:32][C:28]1[CH:29]=[CH:30][CH:31]=[C:26]([C:25]2[N:21]([CH3:20])[N:22]=[N:23][N:24]=2)[CH:27]=1)=[O:34])[CH3:19])[CH3:17]. (7) Given the reactants Cl[C:2]1[CH:3]=[CH:4][C:5]2[N:6]([CH:8]=[C:9]([NH:11][C:12](=[O:14])[CH3:13])[N:10]=2)[N:7]=1.[Cl:15][C:16]1[C:21]([NH2:22])=[CH:20][C:19](C2OC(C)(C)C(C)(C)O2)=[CH:18][N:17]=1.C(=O)([O-])[O-].[Na+].[Na+], predict the reaction product. The product is: [NH2:22][C:21]1[CH:20]=[C:19]([C:2]2[CH:3]=[CH:4][C:5]3[N:6]([CH:8]=[C:9]([NH:11][C:12](=[O:14])[CH3:13])[N:10]=3)[N:7]=2)[CH:18]=[N:17][C:16]=1[Cl:15]. (8) Given the reactants [OH-].[Na+].[CH2:3]([O:5][C:6]1[CH:29]=[CH:28][CH:27]=[CH:26][C:7]=1[O:8][C@@H:9]1[CH2:14][CH2:13][CH2:12][N:11]([C:15]2[CH:25]=[CH:24][C:18]([C:19]([O:21]CC)=[O:20])=[CH:17][N:16]=2)[CH2:10]1)[CH3:4], predict the reaction product. The product is: [CH2:3]([O:5][C:6]1[CH:29]=[CH:28][CH:27]=[CH:26][C:7]=1[O:8][C@@H:9]1[CH2:14][CH2:13][CH2:12][N:11]([C:15]2[CH:25]=[CH:24][C:18]([C:19]([OH:21])=[O:20])=[CH:17][N:16]=2)[CH2:10]1)[CH3:4]. (9) Given the reactants [H-].[Na+].[CH2:3]([OH:6])[CH2:4][OH:5].Cl[C:8]1[C:9]2[C:16]([C:17]3[CH:22]=[CH:21][C:20]([O:23][CH3:24])=[CH:19][CH:18]=3)=[C:15]([C:25]3[CH:30]=[CH:29][CH:28]=[CH:27][CH:26]=3)[O:14][C:10]=2[N:11]=[CH:12][N:13]=1, predict the reaction product. The product is: [CH3:24][O:23][C:20]1[CH:19]=[CH:18][C:17]([C:16]2[C:9]3[C:8]([O:5][CH2:4][CH2:3][OH:6])=[N:13][CH:12]=[N:11][C:10]=3[O:14][C:15]=2[C:25]2[CH:26]=[CH:27][CH:28]=[CH:29][CH:30]=2)=[CH:22][CH:21]=1.